The task is: Binary Classification. Given a miRNA mature sequence and a target amino acid sequence, predict their likelihood of interaction.. This data is from Experimentally validated miRNA-target interactions with 360,000+ pairs, plus equal number of negative samples. (1) The miRNA is mmu-miR-669n with sequence AUUUGUGUGUGGAUGUGUGU. The protein sequence of the target gene is MENSVAPFVLYSGTEPRTPGEDSLPLPAEEEGAASTAQTPCSLSASLCFSSGDDSPPQSRASAAEGSEASPPSLRSDLRVVETQWDVSSAASPESPEECARPEEPASPEDPPSRHEHARPVELESLDELGEPVPVPPGVGSVHGEPDLVIEVAGRRLRAHKAVLAARSDYFRARASRDVLRVQGVSFTALRLLLADAYSGRMAGVRPDNVAEVVAGARRLQLPGAAQRATEAMAPQLSLDNCYEVLSAGKRQRLTELRDAAYRFMSDHYLEVLREPAVFGRLSGAERDLLLRRRLCTGRA.... Result: 0 (no interaction). (2) The miRNA is hsa-miR-331-3p with sequence GCCCCUGGGCCUAUCCUAGAA. The protein sequence of the target gene is MAPSRKFFVGGNWKMNGRKQSLGELIGTLNAAKVPADTEVVCAPPTAYIDFARQKLDPKIAVAAQNCYKVTNGAFTGEISPGMIKDCGATWVVLGHSERRHVFGESDELIGQKVAHALAEGLGVIACIGEKLDEREAGITEKVVFEQTKVIADNVKDWSKVVLAYEPVWAIGTGKTATPQQAQEVHEKLRGWLKSNVSDAVAQSTRIIYGGSVTGATCKELASQPDVDGFLVGGASLKPEFVDIINAKQ. Result: 1 (interaction).